From a dataset of Catalyst prediction with 721,799 reactions and 888 catalyst types from USPTO. Predict which catalyst facilitates the given reaction. (1) Reactant: [H-].[Al+3].[Li+].[H-].[H-].[H-].C[O:8][C:9]([C:11]12[CH2:20][CH:15]3[CH2:16][CH:17]([CH2:19][CH:13]([CH:14]3[NH2:21])[CH2:12]1)[CH2:18]2)=O. Product: [NH2:21][CH:14]1[CH:13]2[CH2:12][C:11]3([CH2:9][OH:8])[CH2:18][CH:17]([CH2:16][CH:15]1[CH2:20]3)[CH2:19]2. The catalyst class is: 1. (2) Reactant: [CH2:1]1[C@H:5]([N:6]2[C:11](=[O:12])[N:10]=[C:9]([NH2:13])[CH:8]=[CH:7]2)[O:4][C@H:3]([CH2:14][O:15][P:16]([OH:19])([OH:18])=[O:17])[C@H:2]1[O:20][P:21]([O:24][CH2:25][C@H:26]1[O:30][C@@H:29]([N:31]2[C:35]3[N:36]=[CH:37][N:38]=[C:39]([NH2:40])[C:34]=3[N:33]=[CH:32]2)[C@H:28]([OH:41])[C@@H:27]1[OH:42])([OH:23])=[O:22].[C:43]([O:47][C:48]([NH:50][C@@H:51]([CH2:58][S:59][S:60][C:61]([CH3:64])([CH3:63])[CH3:62])[C:52](OCC#N)=[O:53])=[O:49])([CH3:46])([CH3:45])[CH3:44]. Product: [C:43]([O:47][C:48]([NH:50][C@@H:51]([CH2:58][S:59][S:60][C:61]([CH3:64])([CH3:63])[CH3:62])[C:52]([O:42][C@H:27]1[C@@H:28]([OH:41])[C@H:29]([N:31]2[CH:32]=[N:33][C:34]3[C:35]2=[N:36][CH:37]=[N:38][C:39]=3[NH2:40])[O:30][C@@H:26]1[CH2:25][O:24][P:21]([O:20][C@H:2]1[CH2:1][C@H:5]([N:6]2[CH:7]=[CH:8][C:9]([NH2:13])=[N:10][C:11]2=[O:12])[O:4][C@@H:3]1[CH2:14][O:15][P:16]([OH:18])([OH:19])=[O:17])([OH:23])=[O:22])=[O:53])=[O:49])([CH3:46])([CH3:45])[CH3:44]. The catalyst class is: 90. (3) Reactant: [F:1][C:2]1[CH:27]=[CH:26][CH:25]=[C:24]([F:28])[C:3]=1[C:4]([NH:6][C:7]1[CH:11]=[CH:10][N:9]([CH2:12][C:13]2[CH:18]=[C:17](I)[CH:16]=[CH:15][C:14]=2[C:20]([F:23])([F:22])[F:21])[N:8]=1)=[O:5].[Cl-].[CH3:30][Zn+]. Product: [F:1][C:2]1[CH:27]=[CH:26][CH:25]=[C:24]([F:28])[C:3]=1[C:4]([NH:6][C:7]1[CH:11]=[CH:10][N:9]([CH2:12][C:13]2[CH:18]=[C:17]([CH3:30])[CH:16]=[CH:15][C:14]=2[C:20]([F:23])([F:22])[F:21])[N:8]=1)=[O:5]. The catalyst class is: 1. (4) Reactant: [Cl:1][C:2]1[CH:3]=[C:4]([CH:38]=[CH:39][CH:40]=1)[C:5]([NH:7][C:8]1[CH:13]=[CH:12][C:11]([NH:14][C:15]2[C:24]3[C:19](=[CH:20][C:21]([O:27][CH2:28][CH2:29][CH2:30][N:31]4[CH2:36][CH2:35][CH:34]([OH:37])[CH2:33][CH2:32]4)=[C:22]([O:25][CH3:26])[CH:23]=3)[N:18]=[CH:17][N:16]=2)=[CH:10][N:9]=1)=[O:6].[C:41]([O:45][P:46](N(CC)CC)[O:47][C:48]([CH3:51])([CH3:50])[CH3:49])([CH3:44])([CH3:43])[CH3:42].ClC1C=C(C=CC=1)C(OO)=[O:62].CO. Product: [NH3:7].[P:46]([O:37][CH:34]1[CH2:35][CH2:36][N:31]([CH2:30][CH2:29][CH2:28][O:27][C:21]2[CH:20]=[C:19]3[C:24]([C:15]([NH:14][C:11]4[CH:10]=[N:9][C:8]([NH:7][C:5](=[O:6])[C:4]5[CH:38]=[CH:39][CH:40]=[C:2]([Cl:1])[CH:3]=5)=[CH:13][CH:12]=4)=[N:16][CH:17]=[N:18]3)=[CH:23][C:22]=2[O:25][CH3:26])[CH2:32][CH2:33]1)([O:45][C:41]([CH3:42])([CH3:43])[CH3:44])([O:47][C:48]([CH3:49])([CH3:50])[CH3:51])=[O:62]. The catalyst class is: 44.